Dataset: TCR-epitope binding with 47,182 pairs between 192 epitopes and 23,139 TCRs. Task: Binary Classification. Given a T-cell receptor sequence (or CDR3 region) and an epitope sequence, predict whether binding occurs between them. (1) The epitope is RLQSLQTYV. Result: 1 (the TCR binds to the epitope). The TCR CDR3 sequence is CASTEGTGWTEAFF. (2) The epitope is ALLADKFPV. The TCR CDR3 sequence is CASSSIQGAAGELFF. Result: 0 (the TCR does not bind to the epitope). (3) The epitope is RLQSLQTYV. The TCR CDR3 sequence is CASSIRRIDPYNEQFF. Result: 0 (the TCR does not bind to the epitope). (4) The epitope is RLRAEAQVK. The TCR CDR3 sequence is CATSDRGQGFNQPQHF. Result: 1 (the TCR binds to the epitope). (5) The epitope is FLNGSCGSV. The TCR CDR3 sequence is CASRAGHGSPGDTQYF. Result: 0 (the TCR does not bind to the epitope). (6) The epitope is PKYVKQNTLKLAT. The TCR CDR3 sequence is CASSSRSSYEQYF. Result: 1 (the TCR binds to the epitope). (7) The TCR CDR3 sequence is CASSQDTGGQGSGELFF. Result: 1 (the TCR binds to the epitope). The epitope is YLNTLTLAV.